Predict which catalyst facilitates the given reaction. From a dataset of Catalyst prediction with 721,799 reactions and 888 catalyst types from USPTO. (1) Reactant: [F:1][C:2]1[CH:21]=[CH:20][CH:19]=[CH:18][C:3]=1[CH2:4][N:5]1[C:9]([C:10]2[S:11][CH:12]=[CH:13][N:14]=2)=[N:8][C:7]([C:15](=[NH:17])[NH2:16])=[N:6]1.C(O[CH:25]=[CH:26][C:27]#[N:28])C.C1CCN2C(=NCCC2)CC1.CC#N.CO.C(Cl)Cl. Product: [F:1][C:2]1[CH:21]=[CH:20][CH:19]=[CH:18][C:3]=1[CH2:4][N:5]1[C:9]([C:10]2[S:11][CH:12]=[CH:13][N:14]=2)=[N:8][C:7]([C:15]2[N:16]=[C:27]([NH2:28])[CH:26]=[CH:25][N:17]=2)=[N:6]1. The catalyst class is: 17. (2) Reactant: [CH2:1]([O:48][CH:49]1[C@H:53]2[C@H:54](O[Si](C(C)(C)C)(C)C)[N:55](C(OCC(Cl)(Cl)Cl)=O)[C:56]3[CH:63]=[CH:62][C:61]([O:64][CH3:65])=[CH:60][C:57]=3[C:58](=[O:59])[N:52]2[CH:51]=[C:50]1[C:82]1[CH:83]=[C:84]2[C:89](=[CH:90][CH:91]=1)[N:88]=[CH:87][CH:86]=[CH:85]2)[CH2:2][CH2:3][O:4][CH:5]1[C@H:9]2[C@H:10](O[Si](C(C)(C)C)(C)C)[N:11](C(OCC(Cl)(Cl)Cl)=O)[C:12]3[CH:19]=[CH:18][C:17]([O:20][CH3:21])=[CH:16][C:13]=3[C:14](=[O:15])[N:8]2[CH:7]=[C:6]1[C:38]1[CH:39]=[C:40]2[C:45](=[CH:46][CH:47]=1)[N:44]=[CH:43][CH:42]=[CH:41]2. Product: [CH2:3]([O:4][CH:5]1[C@@H:9]2[CH:10]=[N:11][C:12]3[CH:19]=[CH:18][C:17]([O:20][CH3:21])=[CH:16][C:13]=3[C:14](=[O:15])[N:8]2[CH:7]=[C:6]1[C:38]1[CH:39]=[C:40]2[C:45](=[CH:46][CH:47]=1)[N:44]=[CH:43][CH:42]=[CH:41]2)[CH2:2][CH2:1][O:48][CH:49]1[C@@H:53]2[CH:54]=[N:55][C:56]3[CH:63]=[CH:62][C:61]([O:64][CH3:65])=[CH:60][C:57]=3[C:58](=[O:59])[N:52]2[CH:51]=[C:50]1[C:82]1[CH:83]=[C:84]2[C:89](=[CH:90][CH:91]=1)[N:88]=[CH:87][CH:86]=[CH:85]2. The catalyst class is: 1. (3) Reactant: FC(F)(F)C(O)=O.[NH2:8][C@@H:9]1[CH2:13][C@H:12]([CH:14]([CH3:16])[CH3:15])[N:11]([O:17][CH2:18][C:19]2[CH:24]=[CH:23][CH:22]=[CH:21][CH:20]=2)[C:10]1=[O:25].C(N(CC)CC)C.[F:33][C:34]([F:52])([F:51])[C:35]1[CH:40]=[CH:39][C:38]([C:41]2[CH:46]=[CH:45][C:44]([S:47](Cl)(=[O:49])=[O:48])=[CH:43][CH:42]=2)=[CH:37][CH:36]=1. The catalyst class is: 4. Product: [CH2:18]([O:17][N:11]1[C@@H:12]([CH:14]([CH3:16])[CH3:15])[CH2:13][C@@H:9]([NH:8][S:47]([C:44]2[CH:43]=[CH:42][C:41]([C:38]3[CH:39]=[CH:40][C:35]([C:34]([F:33])([F:51])[F:52])=[CH:36][CH:37]=3)=[CH:46][CH:45]=2)(=[O:49])=[O:48])[C:10]1=[O:25])[C:19]1[CH:24]=[CH:23][CH:22]=[CH:21][CH:20]=1.